The task is: Predict the product of the given reaction.. This data is from Forward reaction prediction with 1.9M reactions from USPTO patents (1976-2016). (1) Given the reactants [O:1]=[C:2]1[NH:6][N:5]=[C:4]([CH2:7][N:8]2[C:13]3[CH:14]=[CH:15][CH:16]=[CH:17][C:12]=3[C:11](=[O:18])OC2=O)[NH:3]1.Cl.[CH2:21]([O:28][NH2:29])[C:22]1[CH:27]=[CH:26][CH:25]=[CH:24][CH:23]=1, predict the reaction product. The product is: [CH2:21]([O:28][NH:29][C:11](=[O:18])[C:12]1[CH:17]=[CH:16][CH:15]=[CH:14][C:13]=1[NH:8][CH2:7][C:4]1[NH:3][C:2](=[O:1])[NH:6][N:5]=1)[C:22]1[CH:27]=[CH:26][CH:25]=[CH:24][CH:23]=1. (2) Given the reactants Br[C:2]1[CH:7]=[C:6]([O:8][CH3:9])[C:5]([N+:10]([O-:12])=[O:11])=[CH:4][C:3]=1[CH3:13].CC1(C)C2C(=C(P(C3C=CC=CC=3)C3C=CC=CC=3)C=CC=2)OC2C(P(C3C=CC=CC=3)C3C=CC=CC=3)=CC=CC1=2.[N:56]1([C:62]([O:64][C:65]([CH3:68])([CH3:67])[CH3:66])=[O:63])[CH2:61][CH2:60][NH:59][CH2:58][CH2:57]1, predict the reaction product. The product is: [CH3:13][C:3]1[CH:4]=[C:5]([N+:10]([O-:12])=[O:11])[C:6]([O:8][CH3:9])=[CH:7][C:2]=1[N:59]1[CH2:58][CH2:57][N:56]([C:62]([O:64][C:65]([CH3:68])([CH3:67])[CH3:66])=[O:63])[CH2:61][CH2:60]1. (3) Given the reactants C[O:2][C:3](=[O:13])[CH2:4][NH:5][C:6]1[CH:11]=[CH:10][CH:9]=[C:8]([Cl:12])[CH:7]=1.[OH-].[Na+].O, predict the reaction product. The product is: [Cl:12][C:8]1[CH:7]=[C:6]([NH:5][CH2:4][C:3]([OH:13])=[O:2])[CH:11]=[CH:10][CH:9]=1. (4) Given the reactants [O:1]=[C:2]1[C:10]2[C:5](=[CH:6][CH:7]=[CH:8][C:9]=2[O:11][C:12]2[CH:17]=[CH:16][CH:15]=[CH:14][CH:13]=2)[CH2:4][N:3]1[CH2:18][C:19]1[CH:26]=[CH:25][C:22]([C:23]#[N:24])=[CH:21][CH:20]=1.C(=O)([O-])[O-:28].[K+].[K+].OO.O, predict the reaction product. The product is: [O:1]=[C:2]1[C:10]2[C:5](=[CH:6][CH:7]=[CH:8][C:9]=2[O:11][C:12]2[CH:17]=[CH:16][CH:15]=[CH:14][CH:13]=2)[CH2:4][N:3]1[CH2:18][C:19]1[CH:20]=[CH:21][C:22]([C:23]([NH2:24])=[O:28])=[CH:25][CH:26]=1. (5) Given the reactants C([O:8][C:9]1[CH:10]=[C:11]([C:20](=[O:26])[CH:21](OCC)O)[C:12]2[O:17][CH2:16][C:15](=[O:18])[NH:14][C:13]=2[CH:19]=1)C1C=CC=CC=1.C([O:34][C:35]1[CH:45]=[CH:44][C:38]([CH2:39][C:40]2([NH2:43])[CH2:42][CH2:41]2)=[CH:37][CH:36]=1)C1C=CC=CC=1.FC(F)(F)C([O-])=O, predict the reaction product. The product is: [OH:8][C:9]1[CH:10]=[C:11]([CH:20]([OH:26])[CH2:21][NH:43][C:40]2([CH2:39][C:38]3[CH:44]=[CH:45][C:35]([OH:34])=[CH:36][CH:37]=3)[CH2:42][CH2:41]2)[C:12]2[O:17][CH2:16][C:15](=[O:18])[NH:14][C:13]=2[CH:19]=1.